From a dataset of Catalyst prediction with 721,799 reactions and 888 catalyst types from USPTO. Predict which catalyst facilitates the given reaction. (1) Reactant: Cl[C:2]1[N:7]=[C:6]([NH:8][CH2:9][CH2:10][CH2:11][NH:12][C:13]([C:15]2[CH:19]=[C:18]([C:20]3[CH:25]=[CH:24][CH:23]=[CH:22][CH:21]=3)[NH:17][N:16]=2)=[O:14])[CH:5]=[CH:4][N:3]=1.[N-:26]=[N+:27]=[N-:28].[Na+]. Product: [N:26]([C:2]1[N:7]=[C:6]([NH:8][CH2:9][CH2:10][CH2:11][NH:12][C:13]([C:15]2[CH:19]=[C:18]([C:20]3[CH:25]=[CH:24][CH:23]=[CH:22][CH:21]=3)[NH:17][N:16]=2)=[O:14])[CH:5]=[CH:4][N:3]=1)=[N+:27]=[N-:28]. The catalyst class is: 14. (2) Reactant: [CH3:1][O:2][C:3]1[CH:8]=[CH:7][C:6]([C:9]2[CH:10]=[CH:11][C:12]([CH:15](O)[CH3:16])=[N:13][CH:14]=2)=[CH:5][CH:4]=1.P(Br)(Br)[Br:19]. Product: [Br:19][CH:15]([C:12]1[CH:11]=[CH:10][C:9]([C:6]2[CH:7]=[CH:8][C:3]([O:2][CH3:1])=[CH:4][CH:5]=2)=[CH:14][N:13]=1)[CH3:16]. The catalyst class is: 22.